This data is from Reaction yield outcomes from USPTO patents with 853,638 reactions. The task is: Predict the reaction yield, written as a fraction of the theoretical maximum amount of product (1.0 means a 100% yield; for example, 0.34 means a 34% yield). The reactants are [CH2:1]([O:3][C:4](=[O:25])[C:5]1[CH:10]=[CH:9][CH:8]=[C:7]([N:11]2[C:15]([CH3:16])=[CH:14][CH:13]=[C:12]2[C:17]2[CH:22]=[C:21]([Br:23])[CH:20]=[CH:19][C:18]=2[OH:24])[CH:6]=1)[CH3:2].C([O-])([O-])=O.[K+].[K+].[F:32][C:33]1[CH:40]=[CH:39][C:36]([CH2:37]Br)=[CH:35][CH:34]=1. The catalyst is CN(C=O)C. The product is [CH2:1]([O:3][C:4](=[O:25])[C:5]1[CH:10]=[CH:9][CH:8]=[C:7]([N:11]2[C:15]([CH3:16])=[CH:14][CH:13]=[C:12]2[C:17]2[CH:22]=[C:21]([Br:23])[CH:20]=[CH:19][C:18]=2[O:24][CH2:37][C:36]2[CH:39]=[CH:40][C:33]([F:32])=[CH:34][CH:35]=2)[CH:6]=1)[CH3:2]. The yield is 0.690.